This data is from Catalyst prediction with 721,799 reactions and 888 catalyst types from USPTO. The task is: Predict which catalyst facilitates the given reaction. (1) Reactant: Cl[C:2]1[N:7]=[C:6]([Cl:8])[N:5]=[C:4]([NH:9][C:10]2[N:11]=[CH:12][N:13]([CH3:15])[CH:14]=2)[N:3]=1.[NH2:16][CH:17]([C:27]1[CH:32]=[CH:31][C:30]([F:33])=[CH:29][CH:28]=1)[CH2:18][NH:19][C:20](=[O:26])[O:21][C:22]([CH3:25])([CH3:24])[CH3:23].CCN(C(C)C)C(C)C. Product: [Cl:8][C:6]1[N:5]=[C:4]([NH:9][C:10]2[N:11]=[CH:12][N:13]([CH3:15])[CH:14]=2)[N:3]=[C:2]([NH:16][CH:17]([C:27]2[CH:28]=[CH:29][C:30]([F:33])=[CH:31][CH:32]=2)[CH2:18][NH:19][C:20](=[O:26])[O:21][C:22]([CH3:25])([CH3:24])[CH3:23])[N:7]=1. The catalyst class is: 10. (2) Reactant: [CH2:1]([O:8][C:9](=[O:27])[C@H:10]([NH:20][CH2:21][C:22]([O:24][CH2:25][CH3:26])=[O:23])[CH2:11][C:12]1[CH:17]=[CH:16][C:15]([O:18][CH3:19])=[CH:14][CH:13]=1)[C:2]1[CH:7]=[CH:6][CH:5]=[CH:4][CH:3]=1.[CH3:28][C:29]([O:32][C:33](O[C:33]([O:32][C:29]([CH3:31])([CH3:30])[CH3:28])=[O:34])=[O:34])([CH3:31])[CH3:30].[OH-].[Na+]. Product: [CH2:1]([O:8][C:9](=[O:27])[C@H:10]([N:20]([CH2:21][C:22]([O:24][CH2:25][CH3:26])=[O:23])[C:33]([O:32][C:29]([CH3:31])([CH3:30])[CH3:28])=[O:34])[CH2:11][C:12]1[CH:13]=[CH:14][C:15]([O:18][CH3:19])=[CH:16][CH:17]=1)[C:2]1[CH:7]=[CH:6][CH:5]=[CH:4][CH:3]=1. The catalyst class is: 127.